From a dataset of Catalyst prediction with 721,799 reactions and 888 catalyst types from USPTO. Predict which catalyst facilitates the given reaction. (1) Reactant: C([O:5][C:6]([CH2:8][S:9][C:10]1[N:11]=[C:12]2[CH:29]=[C:28]([CH2:30][CH2:31][C:32]3[S:33][CH:34]=[C:35]([CH:37]([CH3:39])[CH3:38])[N:36]=3)[CH:27]=[CH:26][N:13]2[C:14](=[O:25])[C:15]=1/[CH:16]=[CH:17]/[C:18]([O:20]C(C)(C)C)=[O:19])=[O:7])(C)(C)C.C([SiH](CC)CC)C.FC(F)(F)C(O)=O. Product: [C:6]([CH2:8][S:9][C:10]1[N:11]=[C:12]2[CH:29]=[C:28]([CH2:30][CH2:31][C:32]3[S:33][CH:34]=[C:35]([CH:37]([CH3:39])[CH3:38])[N:36]=3)[CH:27]=[CH:26][N:13]2[C:14](=[O:25])[C:15]=1/[CH:16]=[CH:17]/[C:18]([OH:20])=[O:19])([OH:7])=[O:5]. The catalyst class is: 2. (2) Reactant: [Br:1][C:2]1[N:7]=[C:6]([NH:8][CH2:9][CH:10]2[CH2:15][CH2:14][O:13][CH2:12][CH2:11]2)[C:5]([Cl:16])=[CH:4][C:3]=1[Cl:17].BrC1N=C(NCC2CCOCC2)C(Cl)=CC=1.ClN1C(=O)CCC1=O. Product: [Br:1][C:2]1[N:7]=[C:6]([NH:8][CH2:9][CH:10]2[CH2:11][CH2:12][O:13][CH2:14][CH2:15]2)[C:5]([Cl:16])=[CH:4][C:3]=1[Cl:17]. The catalyst class is: 10. (3) Reactant: [F:1][C:2]([F:16])([F:15])[C:3]1[C:8]([C:9]([NH:11][CH2:12][CH2:13][NH2:14])=[O:10])=[CH:7][N:6]=[CH:5][CH:4]=1.C(N([CH2:22][CH3:23])CC)C.ClC(OC)=[S:26]. Product: [CH3:23][C:22]([NH:14][CH2:13][CH2:12][NH:11][C:9](=[O:10])[C:8]1[C:3]([C:2]([F:1])([F:15])[F:16])=[CH:4][CH:5]=[N:6][CH:7]=1)=[S:26]. The catalyst class is: 4. (4) Reactant: [C:1]([O:4][C@@H:5]([CH3:9])[C:6](Cl)=[O:7])(=[O:3])[CH3:2].[NH2:10][C:11]1[C:12]([I:25])=[C:13]([C:22]([OH:24])=[O:23])[C:14]([I:21])=[C:15]([C:19]=1[I:20])[C:16]([OH:18])=[O:17]. Product: [C:1]([O:4][C@@H:5]([CH3:9])[C:6]([NH:10][C:11]1[C:19]([I:20])=[C:15]([C:16]([OH:18])=[O:17])[C:14]([I:21])=[C:13]([C:12]=1[I:25])[C:22]([OH:24])=[O:23])=[O:7])(=[O:3])[CH3:2]. The catalyst class is: 44. (5) Reactant: [CH2:1]([C:3]1[N:4]([C:28]2[CH:33]=[CH:32][C:31]([OH:34])=[CH:30][CH:29]=2)[C:5](=[O:27])[C:6]([CH2:12][C:13]2[CH:18]=[CH:17][C:16]([C:19]3[C:20]([C:25]#[N:26])=[CH:21][CH:22]=[CH:23][CH:24]=3)=[CH:15][CH:14]=2)=[C:7]([CH2:9][CH2:10][CH3:11])[N:8]=1)[CH3:2].[Si](O[CH:43]1[CH2:48][CH2:47][CH:46]([OH:49])[CH2:45][CH2:44]1)(C(C)(C)C)(C)C.C1(P(C2C=CC=CC=2)C2C=CC=CC=2)C=CC=CC=1.[N:70]([C:71]([O:73]C(C)C)=[O:72])=[N:70][C:71]([O:73]C(C)C)=[O:72]. Product: [CH2:1]([C:3]1[N:4]([C:28]2[CH:33]=[CH:32][C:31]([O:34][C@H:43]3[CH2:44][CH2:45][C@H:46]([OH:49])[CH2:47][CH2:48]3)=[CH:30][CH:29]=2)[C:5](=[O:27])[C:6]([CH2:12][C:13]2[CH:18]=[CH:17][C:16]([C:19]3[CH:24]=[CH:23][CH:22]=[CH:21][C:20]=3[C:25]3[NH:70][C:71](=[O:72])[O:73][N:26]=3)=[CH:15][CH:14]=2)=[C:7]([CH2:9][CH2:10][CH3:11])[N:8]=1)[CH3:2]. The catalyst class is: 30. (6) Reactant: [F:1][C:2]([F:22])([F:21])[O:3][C:4]1[CH:5]=[C:6]([C:10]2[CH:19]=[CH:18][C:17]3[C:12](=[C:13]([NH2:20])[CH:14]=[CH:15][CH:16]=3)[N:11]=2)[CH:7]=[CH:8][CH:9]=1.Cl[C:24](Cl)([O:26]C(=O)OC(Cl)(Cl)Cl)Cl. Product: [N:20]([C:13]1[CH:14]=[CH:15][CH:16]=[C:17]2[C:12]=1[N:11]=[C:10]([C:6]1[CH:7]=[CH:8][CH:9]=[C:4]([O:3][C:2]([F:1])([F:21])[F:22])[CH:5]=1)[CH:19]=[CH:18]2)=[C:24]=[O:26]. The catalyst class is: 11.